From a dataset of NCI-60 drug combinations with 297,098 pairs across 59 cell lines. Regression. Given two drug SMILES strings and cell line genomic features, predict the synergy score measuring deviation from expected non-interaction effect. (1) Drug 1: CC1C(C(CC(O1)OC2CC(CC3=C2C(=C4C(=C3O)C(=O)C5=C(C4=O)C(=CC=C5)OC)O)(C(=O)C)O)N)O.Cl. Drug 2: C1CN1P(=S)(N2CC2)N3CC3. Cell line: SF-295. Synergy scores: CSS=32.1, Synergy_ZIP=-9.23, Synergy_Bliss=-5.84, Synergy_Loewe=-13.6, Synergy_HSA=-3.10. (2) Drug 1: CC1=C(N=C(N=C1N)C(CC(=O)N)NCC(C(=O)N)N)C(=O)NC(C(C2=CN=CN2)OC3C(C(C(C(O3)CO)O)O)OC4C(C(C(C(O4)CO)O)OC(=O)N)O)C(=O)NC(C)C(C(C)C(=O)NC(C(C)O)C(=O)NCCC5=NC(=CS5)C6=NC(=CS6)C(=O)NCCC[S+](C)C)O. Drug 2: C(CCl)NC(=O)N(CCCl)N=O. Cell line: KM12. Synergy scores: CSS=31.5, Synergy_ZIP=-3.37, Synergy_Bliss=0.877, Synergy_Loewe=-21.1, Synergy_HSA=2.46. (3) Drug 1: C1CC(=O)NC(=O)C1N2CC3=C(C2=O)C=CC=C3N. Drug 2: CC1=C(C=C(C=C1)NC(=O)C2=CC=C(C=C2)CN3CCN(CC3)C)NC4=NC=CC(=N4)C5=CN=CC=C5. Cell line: BT-549. Synergy scores: CSS=2.76, Synergy_ZIP=0.758, Synergy_Bliss=3.55, Synergy_Loewe=-1.06, Synergy_HSA=-0.821.